Dataset: Reaction yield outcomes from USPTO patents with 853,638 reactions. Task: Predict the reaction yield, written as a fraction of the theoretical maximum amount of product (1.0 means a 100% yield; for example, 0.34 means a 34% yield). The reactants are [Cl:1]N1C(=O)CCC1=O.[Br:9][C:10]1[C:11]([CH:15]=[O:16])=[CH:12][S:13][CH:14]=1.O. The catalyst is CN(C)C=O. The product is [Br:9][C:10]1[C:11]([CH:15]=[O:16])=[CH:12][S:13][C:14]=1[Cl:1]. The yield is 0.810.